The task is: Predict the reaction yield, written as a fraction of the theoretical maximum amount of product (1.0 means a 100% yield; for example, 0.34 means a 34% yield).. This data is from Reaction yield outcomes from USPTO patents with 853,638 reactions. (1) The reactants are Br[CH2:2][C:3]1[NH:8][C:7]([C:9]2[S:10][CH:11]=[CH:12][N:13]=2)=[N:6][CH:5]([C:14]2[CH:19]=[CH:18][C:17]([F:20])=[CH:16][C:15]=2[Cl:21])[C:4]=1[C:22]([O:24][CH2:25][CH3:26])=[O:23].Cl.[NH:28]1[CH2:33][CH2:32][O:31][CH2:30][CH:29]1[CH2:34][C:35]([OH:37])=[O:36]. No catalyst specified. The product is [Cl:21][C:15]1[CH:16]=[C:17]([F:20])[CH:18]=[CH:19][C:14]=1[CH:5]1[N:6]=[C:7]([C:9]2[S:10][CH:11]=[CH:12][N:13]=2)[NH:8][C:3]([CH2:2][N:28]2[CH2:33][CH2:32][O:31][CH2:30][CH:29]2[CH2:34][C:35]([OH:37])=[O:36])=[C:4]1[C:22]([O:24][CH2:25][CH3:26])=[O:23]. The yield is 0.670. (2) The reactants are [CH3:1][CH:2]([NH:4][C:5]1[N:13]=[C:12]2[C:8]([N:9]=[C:10]([NH:21][C:22]3[C:27]([F:28])=[CH:26][C:25]([F:29])=[CH:24][C:23]=3[F:30])[N:11]2[C@@H:14]([CH3:20])[CH2:15][CH2:16][C:17]([NH2:19])=[O:18])=[CH:7][N:6]=1)[CH3:3].CC(NC1N=C2C(N=C(NC3C(F)=CC(F)=CC=3F)N2[C@H](C)CCC(OC)=O)=CN=1)C. No catalyst specified. The product is [CH3:3][CH:2]([NH:4][C:5]1[N:13]=[C:12]2[C:8]([N:9]=[C:10]([NH:21][C:22]3[C:23]([F:30])=[CH:24][C:25]([F:29])=[CH:26][C:27]=3[F:28])[N:11]2[C@H:14]([CH3:20])[CH2:15][CH2:16][C:17]([NH2:19])=[O:18])=[CH:7][N:6]=1)[CH3:1]. The yield is 0.570. (3) The reactants are C[O:2][C:3](=[O:23])[C:4]1[C:5](=[C:10]([O:14][C:15]2[CH:20]=[CH:19][CH:18]=[CH:17][C:16]=2[O:21][CH3:22])[CH:11]=[CH:12][CH:13]=1)[C:6]([O:8]C)=[O:7].[OH-].[Na+]. The catalyst is C(O)C. The product is [CH3:22][O:21][C:16]1[CH:17]=[CH:18][CH:19]=[CH:20][C:15]=1[O:14][C:10]1[CH:11]=[CH:12][CH:13]=[C:4]([C:3]([OH:23])=[O:2])[C:5]=1[C:6]([OH:8])=[O:7]. The yield is 0.780. (4) The reactants are Cl.C(Cl)(=O)[C:3]1[CH:8]=[CH:7][CH:6]=[N:5][CH:4]=1.[N-:11]=[N+]=[N-].[Na+].[CH3:15][O:16][C:17]1[CH:18]=[C:19]2[C:24](=[CH:25][C:26]=1[O:27][CH3:28])[N:23]=[CH:22][N:21]=[C:20]2[N:29]1[CH2:34][CH2:33][NH:32][CH2:31][CH2:30]1.C([O:37][CH2:38]C)C. The product is [CH3:15][O:16][C:17]1[CH:18]=[C:19]2[C:24](=[CH:25][C:26]=1[O:27][CH3:28])[N:23]=[CH:22][N:21]=[C:20]2[N:29]1[CH2:30][CH2:31][N:32]([C:38]([NH:11][C:3]2[CH:4]=[N:5][CH:6]=[CH:7][CH:8]=2)=[O:37])[CH2:33][CH2:34]1. No catalyst specified. The yield is 0.250. (5) The reactants are [CH3:1][N:2]1[C:6]([CH3:7])=[C:5]([CH:8]=O)[C:4](=[O:10])[N:3]1[CH3:11].Cl.[NH2:13]O. The catalyst is CS(C)=O.O. The product is [CH3:1][N:2]1[C:6]([CH3:7])=[C:5]([C:8]#[N:13])[C:4](=[O:10])[N:3]1[CH3:11]. The yield is 0.510. (6) The reactants are [F:1][C:2]([F:7])([F:6])[C:3]([OH:5])=[O:4].[NH:8]1[C:12]2[CH:13]=[CH:14][CH:15]=[CH:16][C:11]=2[N:10]=[C:9]1[C:17]1[CH:37]=[CH:36][C:20]([C:21]([N:23]2[CH2:28][CH2:27][N:26](C(OC(C)(C)C)=O)[CH2:25][CH2:24]2)=[O:22])=[CH:19][CH:18]=1. The catalyst is ClCCl. The product is [F:1][C:2]([F:7])([F:6])[C:3]([OH:5])=[O:4].[NH:8]1[C:12]2[CH:13]=[CH:14][CH:15]=[CH:16][C:11]=2[N:10]=[C:9]1[C:17]1[CH:37]=[CH:36][C:20]([C:21]([N:23]2[CH2:24][CH2:25][NH:26][CH2:27][CH2:28]2)=[O:22])=[CH:19][CH:18]=1. The yield is 1.00.